Dataset: NCI-60 drug combinations with 297,098 pairs across 59 cell lines. Task: Regression. Given two drug SMILES strings and cell line genomic features, predict the synergy score measuring deviation from expected non-interaction effect. (1) Synergy scores: CSS=-2.92, Synergy_ZIP=-0.299, Synergy_Bliss=-3.63, Synergy_Loewe=-4.12, Synergy_HSA=-4.16. Drug 2: CN(C(=O)NC(C=O)C(C(C(CO)O)O)O)N=O. Drug 1: CNC(=O)C1=CC=CC=C1SC2=CC3=C(C=C2)C(=NN3)C=CC4=CC=CC=N4. Cell line: 786-0. (2) Synergy scores: CSS=4.97, Synergy_ZIP=-2.21, Synergy_Bliss=2.07, Synergy_Loewe=-1.76, Synergy_HSA=0.0597. Cell line: HS 578T. Drug 2: C1C(C(OC1N2C=NC(=NC2=O)N)CO)O. Drug 1: C1=NC2=C(N=C(N=C2N1C3C(C(C(O3)CO)O)O)F)N. (3) Drug 1: C(=O)(N)NO. Drug 2: C1C(C(OC1N2C=NC3=C2NC=NCC3O)CO)O. Cell line: SK-OV-3. Synergy scores: CSS=-0.632, Synergy_ZIP=0.187, Synergy_Bliss=-1.19, Synergy_Loewe=-1.01, Synergy_HSA=-1.82. (4) Drug 1: CNC(=O)C1=CC=CC=C1SC2=CC3=C(C=C2)C(=NN3)C=CC4=CC=CC=N4. Drug 2: CC1=CC2C(CCC3(C2CCC3(C(=O)C)OC(=O)C)C)C4(C1=CC(=O)CC4)C. Cell line: LOX IMVI. Synergy scores: CSS=0.258, Synergy_ZIP=-1.50, Synergy_Bliss=-2.24, Synergy_Loewe=-0.965, Synergy_HSA=-1.10.